Dataset: Reaction yield outcomes from USPTO patents with 853,638 reactions. Task: Predict the reaction yield, written as a fraction of the theoretical maximum amount of product (1.0 means a 100% yield; for example, 0.34 means a 34% yield). (1) The reactants are [CH3:1][O:2][C:3]1[CH:4]=[C:5]([OH:13])[C:6](=[CH:11][CH:12]=1)[C:7]([O:9][CH3:10])=[O:8].[C:14]([O:18][C:19]([N:21]1[CH2:26][CH2:25][N:24]([CH2:27][CH2:28]O)[CH2:23][CH2:22]1)=[O:20])([CH3:17])([CH3:16])[CH3:15].C1(P(C2C=CC=CC=2)C2C=CC=CC=2)C=CC=CC=1.CC(OC(/N=N/C(OC(C)C)=O)=O)C. The catalyst is C1COCC1.C(OCC)C. The product is [C:14]([O:18][C:19]([N:21]1[CH2:26][CH2:25][N:24]([CH2:27][CH2:28][O:13][C:5]2[CH:4]=[C:3]([O:2][CH3:1])[CH:12]=[CH:11][C:6]=2[C:7]([O:9][CH3:10])=[O:8])[CH2:23][CH2:22]1)=[O:20])([CH3:17])([CH3:16])[CH3:15]. The yield is 0.643. (2) The reactants are Br[C:2]1[C:7]([NH2:8])=[CH:6][CH:5]=[C:4]([CH3:9])[N:3]=1.[C:10]([Si:12]([CH3:15])([CH3:14])[CH3:13])#[CH:11]. The catalyst is C(N(CC)CC)C.Cl[Pd](Cl)([P](C1C=CC=CC=1)(C1C=CC=CC=1)C1C=CC=CC=1)[P](C1C=CC=CC=1)(C1C=CC=CC=1)C1C=CC=CC=1. The product is [CH3:9][C:4]1[N:3]=[C:2]([C:11]#[C:10][Si:12]([CH3:15])([CH3:14])[CH3:13])[C:7]([NH2:8])=[CH:6][CH:5]=1. The yield is 0.380. (3) The reactants are Cl[CH2:2][C:3]1[CH:4]=[C:5]([CH:20]=[CH:21][CH:22]=1)[O:6][CH2:7][C:8]1[N:9]=[C:10]([C:14]2[CH:19]=[CH:18][CH:17]=[CH:16][CH:15]=2)[O:11][C:12]=1[CH3:13].[OH:23][C:24]1[CH:29]=[CH:28][C:27]([CH2:30][C:31]([O:33]C)=[O:32])=[CH:26][CH:25]=1.C(=O)([O-])[O-].[K+].[K+].CN(C)C=O. The catalyst is O. The product is [CH3:13][C:12]1[O:11][C:10]([C:14]2[CH:19]=[CH:18][CH:17]=[CH:16][CH:15]=2)=[N:9][C:8]=1[CH2:7][O:6][C:5]1[CH:4]=[C:3]([CH:22]=[CH:21][CH:20]=1)[CH2:2][O:23][C:24]1[CH:25]=[CH:26][C:27]([CH2:30][C:31]([OH:33])=[O:32])=[CH:28][CH:29]=1. The yield is 0.930.